This data is from Forward reaction prediction with 1.9M reactions from USPTO patents (1976-2016). The task is: Predict the product of the given reaction. (1) The product is: [NH2:20][CH2:19][CH2:18][C:17]([C:13]1[CH:14]=[CH:15][CH:16]=[C:11]([O:10][CH2:9][CH:2]2[CH2:8][CH2:7][CH2:6][CH2:5][CH2:4][CH2:3]2)[CH:12]=1)=[O:28]. Given the reactants Cl.[CH:2]1([CH2:9][O:10][C:11]2[CH:12]=[C:13]([C:17](=[O:28])[CH2:18][CH2:19][NH:20]C(=O)OC(C)(C)C)[CH:14]=[CH:15][CH:16]=2)[CH2:8][CH2:7][CH2:6][CH2:5][CH2:4][CH2:3]1, predict the reaction product. (2) Given the reactants Cl.[Cl:2][C:3]1[CH:16]=[CH:15][C:6]([C:7](N2CCCCC2)=[O:8])=[CH:5][CH:4]=1.Cl[C:18]1[N:23]([CH3:24])[C:22](=[O:25])[CH:21]=[C:20]([C:26]2[CH:31]=[CH:30][N:29]=[CH:28][CH:27]=2)[N:19]=1.C([N:34]([CH2:37][CH3:38])[CH2:35][CH3:36])C.O.[CH3:40]N(C)C=O, predict the reaction product. The product is: [Cl:2][C:3]1[CH:4]=[CH:5][C:6]([C:7]([CH:40]2[CH2:36][CH2:35][N:34]([C:18]3[N:23]([CH3:24])[C:22](=[O:25])[CH:21]=[C:20]([C:26]4[CH:31]=[CH:30][N:29]=[CH:28][CH:27]=4)[N:19]=3)[CH2:37][CH2:38]2)=[O:8])=[CH:15][CH:16]=1. (3) Given the reactants [CH:1]1([O:7][C:8]2[CH:13]=[C:12]([O:14][CH2:15][CH2:16][O:17][CH3:18])[CH:11]=[CH:10][C:9]=2/[CH:19]=[CH:20]/[C:21]([O:23][CH2:24][CH3:25])=[O:22])[CH2:6][CH2:5][CH2:4][CH2:3][CH2:2]1, predict the reaction product. The product is: [CH:1]1([O:7][C:8]2[CH:13]=[C:12]([O:14][CH2:15][CH2:16][O:17][CH3:18])[CH:11]=[CH:10][C:9]=2[CH2:19][CH2:20][C:21]([O:23][CH2:24][CH3:25])=[O:22])[CH2:2][CH2:3][CH2:4][CH2:5][CH2:6]1. (4) Given the reactants [Cl:1][C:2]1[CH:7]=[CH:6][CH:5]=[CH:4][C:3]=1[C:8]1[CH:13]=[CH:12][CH:11]=[C:10]([NH:14][C:15]([C@@H:17]2[CH2:22][C@@H:21]3[C@@H:19]([CH2:20]3)[N:18]2C(OC(C)(C)C)=O)=[O:16])[C:9]=1[F:30], predict the reaction product. The product is: [ClH:1].[Cl:1][C:2]1[CH:7]=[CH:6][CH:5]=[CH:4][C:3]=1[C:8]1[CH:13]=[CH:12][CH:11]=[C:10]([NH:14][C:15]([C@@H:17]2[CH2:22][C@@H:21]3[C@@H:19]([CH2:20]3)[NH:18]2)=[O:16])[C:9]=1[F:30]. (5) Given the reactants [CH:1]([C:4]1[N:8]=[C:7]([N:9]2[CH2:14][CH2:13][CH:12]([NH:15][C:16](=[O:30])[C@@H:17]([NH:22][C:23](=[O:29])[O:24][C:25]([CH3:28])([CH3:27])[CH3:26])[CH2:18][CH2:19][S:20][CH3:21])[CH2:11][CH2:10]2)[S:6][N:5]=1)([CH3:3])[CH3:2].[I:31][CH3:32], predict the reaction product. The product is: [I-:31].[C:25]([O:24][C:23]([NH:22][C@H:17]([C:16]([NH:15][CH:12]1[CH2:11][CH2:10][N:9]([C:7]2[S:6][N:5]=[C:4]([CH:1]([CH3:3])[CH3:2])[N:8]=2)[CH2:14][CH2:13]1)=[O:30])[CH2:18][CH2:19][S+:20]([CH3:32])[CH3:21])=[O:29])([CH3:28])([CH3:27])[CH3:26]. (6) Given the reactants FC(F)(F)C(O)=O.[Cl:8][C:9]1[CH:14]=[CH:13][C:12]([CH:15]([NH:41][C:42]([C:44]2([NH:59]C(=O)OC(C)(C)C)[CH2:49][CH2:48][N:47]([C:50]3[C:51]4[CH:58]=[CH:57][NH:56][C:52]=4[N:53]=[CH:54][N:55]=3)[CH2:46][CH2:45]2)=[O:43])[CH2:16][C:17]2[N:18](C(C3C=CC=CC=3)(C3C=CC=CC=3)C3C=CC=CC=3)[CH:19]=[CH:20][N:21]=2)=[CH:11][CH:10]=1, predict the reaction product. The product is: [NH2:59][C:44]1([C:42]([NH:41][CH:15]([C:12]2[CH:11]=[CH:10][C:9]([Cl:8])=[CH:14][CH:13]=2)[CH2:16][C:17]2[NH:21][CH:20]=[CH:19][N:18]=2)=[O:43])[CH2:49][CH2:48][N:47]([C:50]2[C:51]3[CH:58]=[CH:57][NH:56][C:52]=3[N:53]=[CH:54][N:55]=2)[CH2:46][CH2:45]1.